Predict which catalyst facilitates the given reaction. From a dataset of Catalyst prediction with 721,799 reactions and 888 catalyst types from USPTO. Reactant: [Cl-].[Al+3].[Cl-].[Cl-].[N-]=[N+]=[N-].[Na+].[CH3:9][C:10]1[C:15]([C:16](F)(F)F)=[CH:14][CH:13]=[CH:12][C:11]=1[N:20]1[C:24](=[O:25])[N:23](C)[N:22]=[N:21]1.N([O-])=O.[Na+].Cl.CN(C)[CH:34]=[O:35]. Product: [CH3:34][O:35][CH2:9][C:10]1[C:15]([CH3:16])=[CH:14][CH:13]=[CH:12][C:11]=1[N:20]1[C:24](=[O:25])[NH:23][N:22]=[N:21]1. The catalyst class is: 6.